Dataset: TCR-epitope binding with 47,182 pairs between 192 epitopes and 23,139 TCRs. Task: Binary Classification. Given a T-cell receptor sequence (or CDR3 region) and an epitope sequence, predict whether binding occurs between them. (1) The epitope is LLLGIGILV. The TCR CDR3 sequence is CASSLWAGGPETQYF. Result: 0 (the TCR does not bind to the epitope). (2) The epitope is ILKEPVHGV. The TCR CDR3 sequence is CASSQEDSWGDTQYF. Result: 1 (the TCR binds to the epitope). (3) The epitope is SQASSRSSSR. The TCR CDR3 sequence is CASSLGSYTDTQYF. Result: 0 (the TCR does not bind to the epitope). (4) The epitope is FRYMNSQGL. The TCR CDR3 sequence is CASSQRTSGSDEQYF. Result: 0 (the TCR does not bind to the epitope). (5) The epitope is GTSGSPIINR. The TCR CDR3 sequence is CSASRSGGEYNEQFF. Result: 0 (the TCR does not bind to the epitope). (6) The epitope is GILGFVFTL. The TCR CDR3 sequence is CASSETGSNTEAFF. Result: 1 (the TCR binds to the epitope). (7) The epitope is EIYKRWII. The TCR CDR3 sequence is CASSQGMFDYGYTF. Result: 1 (the TCR binds to the epitope).